From a dataset of NCI-60 drug combinations with 297,098 pairs across 59 cell lines. Regression. Given two drug SMILES strings and cell line genomic features, predict the synergy score measuring deviation from expected non-interaction effect. (1) Drug 1: C1CCN(CC1)CCOC2=CC=C(C=C2)C(=O)C3=C(SC4=C3C=CC(=C4)O)C5=CC=C(C=C5)O. Drug 2: C1=C(C(=O)NC(=O)N1)N(CCCl)CCCl. Cell line: M14. Synergy scores: CSS=18.7, Synergy_ZIP=2.51, Synergy_Bliss=0.670, Synergy_Loewe=-3.34, Synergy_HSA=-3.17. (2) Drug 1: CC1C(C(CC(O1)OC2CC(CC3=C2C(=C4C(=C3O)C(=O)C5=C(C4=O)C(=CC=C5)OC)O)(C(=O)CO)O)N)O.Cl. Drug 2: C1CN(CCN1C(=O)CCBr)C(=O)CCBr. Cell line: DU-145. Synergy scores: CSS=27.4, Synergy_ZIP=-0.346, Synergy_Bliss=-1.76, Synergy_Loewe=-0.791, Synergy_HSA=-0.835.